Dataset: Catalyst prediction with 721,799 reactions and 888 catalyst types from USPTO. Task: Predict which catalyst facilitates the given reaction. (1) Reactant: [O:1]1[C:6]2[CH:7]=[CH:8][CH:9]=[CH:10][C:5]=2[O:4][CH2:3][C@@H:2]1[C:11]([OH:13])=O.C1(N=C=NC2CCCCC2)CCCCC1.ON1C2C=CC=CC=2N=N1.[N:39]1([C:45]([O:47][C:48]([CH3:51])([CH3:50])[CH3:49])=[O:46])[CH2:44][CH2:43][NH:42][CH2:41][CH2:40]1. Product: [O:1]1[C:6]2[CH:7]=[CH:8][CH:9]=[CH:10][C:5]=2[O:4][CH2:3][C@@H:2]1[C:11]([N:42]1[CH2:41][CH2:40][N:39]([C:45]([O:47][C:48]([CH3:51])([CH3:50])[CH3:49])=[O:46])[CH2:44][CH2:43]1)=[O:13]. The catalyst class is: 10. (2) Reactant: Cl[CH2:2][CH2:3][CH2:4][C:5]1[C:6](F)=[N:7][CH:8]=[CH:9][C:10]=1[I:11].[NH4+:13].[OH-].C([O-])(=O)C.[NH4+].[I-].[K+].C(=O)([O-])[O-].[K+].[K+]. Product: [I:11][C:10]1[CH:9]=[CH:8][N:7]=[C:6]2[C:5]=1[CH2:4][CH2:3][CH2:2][NH:13]2. The catalyst class is: 329. (3) Reactant: [CH2:1]([O:3][C:4](=[O:13])[CH2:5][C:6]1[CH:11]=[CH:10][CH:9]=[C:8]([OH:12])[CH:7]=1)[CH3:2].[H-].[Na+].[CH2:16](Cl)[O:17][CH3:18]. Product: [CH2:1]([O:3][C:4](=[O:13])[CH2:5][C:6]1[CH:11]=[CH:10][CH:9]=[C:8]([O:12][CH2:16][O:17][CH3:18])[CH:7]=1)[CH3:2]. The catalyst class is: 20.